Dataset: Reaction yield outcomes from USPTO patents with 853,638 reactions. Task: Predict the reaction yield, written as a fraction of the theoretical maximum amount of product (1.0 means a 100% yield; for example, 0.34 means a 34% yield). (1) The reactants are [O:1]1[CH2:6][CH2:5]O[CH2:3][CH2:2]1.Br[C:8]1[CH:9]=[C:10]([CH:13]=[CH:14][C:15]=1[N:16]1[CH2:21][CH2:20][O:19][CH2:18][CH2:17]1)[CH:11]=[O:12].C([Sn](CCCC)(CCCC)C1OC=CC=1)CCC.[F-].[K+]. The catalyst is Cl[Pd](Cl)([P](C1C=CC=CC=1)(C1C=CC=CC=1)C1C=CC=CC=1)[P](C1C=CC=CC=1)(C1C=CC=CC=1)C1C=CC=CC=1.C(OCC)(=O)C. The product is [O:1]1[CH:6]=[CH:5][CH:3]=[C:2]1[C:8]1[CH:9]=[C:10]([CH:13]=[CH:14][C:15]=1[N:16]1[CH2:21][CH2:20][O:19][CH2:18][CH2:17]1)[CH:11]=[O:12]. The yield is 0.840. (2) The reactants are [Cl:1][C:2]1[N:10]=[CH:9][C:8]([F:11])=[CH:7][C:3]=1[C:4](O)=[O:5].C[N:13](C=O)C.C(Cl)(=O)C(Cl)=O. The catalyst is C(Cl)Cl. The product is [Cl:1][C:2]1[N:10]=[CH:9][C:8]([F:11])=[CH:7][C:3]=1[C:4]([NH2:13])=[O:5]. The yield is 0.890. (3) The reactants are [O-]Cl.[Na+].C1(CCCC2C=C[N+]([O-:19])=CC=2)C=CC=CC=1.[CH3:20][S:21]([C:24]1[CH:25]=[C:26]2[C:30](=[CH:31][CH:32]=1)[CH2:29][CH:28]=[CH:27]2)(=[O:23])=[O:22]. The catalyst is C(Cl)Cl.O. The product is [CH3:20][S:21]([C:24]1[CH:32]=[CH:31][C:30]2[CH2:29][C@@H:28]3[O:19][C@@H:27]3[C:26]=2[CH:25]=1)(=[O:22])=[O:23]. The yield is 0.860. (4) The reactants are [C:1]([O:5][C:6](=[O:25])[C:7]([S:10][C:11]1[C:20]([Cl:21])=[CH:19][C:18]2[CH2:17][CH:16]([NH:22][CH2:23][CH3:24])[CH2:15][CH2:14][C:13]=2[CH:12]=1)([CH3:9])[CH3:8])([CH3:4])([CH3:3])[CH3:2].Cl[C:27]([O:29][C:30]1[CH:35]=[CH:34][C:33]([CH3:36])=[CH:32][CH:31]=1)=[O:28]. The catalyst is C(Cl)Cl. The product is [C:1]([O:5][C:6](=[O:25])[C:7]([S:10][C:11]1[C:20]([Cl:21])=[CH:19][C:18]2[CH2:17][CH:16]([N:22]([CH2:23][CH3:24])[C:27]([O:29][C:30]3[CH:35]=[CH:34][C:33]([CH3:36])=[CH:32][CH:31]=3)=[O:28])[CH2:15][CH2:14][C:13]=2[CH:12]=1)([CH3:9])[CH3:8])([CH3:2])([CH3:3])[CH3:4]. The yield is 0.290. (5) The reactants are [C:1]([C:3]1[CH:8]=[CH:7][C:6]([NH:9][C:10](=[O:38])[CH2:11][C:12]2[CH:17]=[CH:16][C:15]([C:18]3[CH:19]=[N:20][C:21]([O:27]CC4C=CC(OC)=CC=4)=[CH:22][C:23]=3[O:24][CH2:25][CH3:26])=[CH:14][C:13]=2[F:37])=[CH:5][C:4]=1[C:39]([F:42])([F:41])[F:40])#[N:2].C(O)(C(F)(F)F)=O.[NH4+].[OH-]. The catalyst is C(Cl)Cl. The product is [C:1]([C:3]1[CH:8]=[CH:7][C:6]([NH:9][C:10](=[O:38])[CH2:11][C:12]2[CH:17]=[CH:16][C:15]([C:18]3[C:23]([O:24][CH2:25][CH3:26])=[CH:22][C:21](=[O:27])[NH:20][CH:19]=3)=[CH:14][C:13]=2[F:37])=[CH:5][C:4]=1[C:39]([F:41])([F:42])[F:40])#[N:2]. The yield is 0.648.